From a dataset of Catalyst prediction with 721,799 reactions and 888 catalyst types from USPTO. Predict which catalyst facilitates the given reaction. Product: [N:1]([C:4]1[S:5][C:6]([C:19]([NH2:23])=[O:21])=[C:7]([C:9]2[CH:14]=[CH:13][CH:12]=[C:11]([C:15]([F:18])([F:17])[F:16])[CH:10]=2)[N:8]=1)=[N+:2]=[N-:3]. Reactant: [N:1]([C:4]1[S:5][C:6]([C:19]([OH:21])=O)=[C:7]([C:9]2[CH:14]=[CH:13][CH:12]=[C:11]([C:15]([F:18])([F:17])[F:16])[CH:10]=2)[N:8]=1)=[N+:2]=[N-:3].C[N:23](C(N(C)C)=[N+]1C2C(=NC=CC=2)N=N1)C.F[P-](F)(F)(F)(F)F.C(N(C(C)C)C(C)C)C.[Cl-].[NH4+]. The catalyst class is: 9.